From a dataset of Reaction yield outcomes from USPTO patents with 853,638 reactions. Predict the reaction yield, written as a fraction of the theoretical maximum amount of product (1.0 means a 100% yield; for example, 0.34 means a 34% yield). (1) The reactants are [OH:1][C:2]1[C:11]2[C:6](=[CH:7][C:8](O)=[CH:9][CH:10]=2)[CH:5]=[CH:4][CH:3]=1.[C:13](=[O:16])([O-])[O-].[K+].[K+].I[CH2:20][CH3:21].[CH3:22]N(C)C=O. No catalyst specified. The product is [CH2:20]([O:1][C:2]1[C:11]2[C:6](=[CH:7][C:8]([O:16][CH2:13][CH3:22])=[CH:9][CH:10]=2)[CH:5]=[CH:4][CH:3]=1)[CH3:21]. The yield is 0.640. (2) The catalyst is ClCCl. The yield is 1.00. The reactants are [Cl:1][C:2]1[CH:3]=[C:4]([NH:16][C:17]2[C:26]3[C:21](=[CH:22][C:23]([O:38][CH2:39][CH3:40])=[C:24]([NH:27][C:28](=[O:37])/[CH:29]=[CH:30]/[C@H:31]4[CH2:35][CH2:34][CH2:33][N:32]4[CH3:36])[CH:25]=3)[N:20]=[CH:19][C:18]=2[C:41]#[N:42])[CH:5]=[CH:6][C:7]=1[O:8][CH2:9][C:10]1[CH:15]=[CH:14][CH:13]=[CH:12][N:11]=1.[ClH:43].C(OCC)C. The product is [ClH:1].[ClH:43].[Cl:1][C:2]1[CH:3]=[C:4]([NH:16][C:17]2[C:26]3[C:21](=[CH:22][C:23]([O:38][CH2:39][CH3:40])=[C:24]([NH:27][C:28](=[O:37])/[CH:29]=[CH:30]/[C@H:31]4[CH2:35][CH2:34][CH2:33][N:32]4[CH3:36])[CH:25]=3)[N:20]=[CH:19][C:18]=2[C:41]#[N:42])[CH:5]=[CH:6][C:7]=1[O:8][CH2:9][C:10]1[CH:15]=[CH:14][CH:13]=[CH:12][N:11]=1. (3) The reactants are Cl.[F:2][C:3]1[CH:8]=[CH:7][C:6]([S:9]([N:12]2[CH2:17][CH2:16][NH:15][CH2:14][C:13]2=[O:18])(=[O:11])=[O:10])=[C:5]([N+:19]([O-:21])=[O:20])[CH:4]=1.[CH:22]([O:35][C:36]([NH:38][C:39]1[CH:44]=[CH:43][N:42]([CH2:45][C:46](O)=[O:47])[C:41](=[O:49])[N:40]=1)=[O:37])([C:29]1[CH:34]=[CH:33][CH:32]=[CH:31][CH:30]=1)[C:23]1[CH:28]=[CH:27][CH:26]=[CH:25][CH:24]=1. No catalyst specified. The product is [CH:22]([O:35][C:36]([NH:38][C:39]1[CH:44]=[CH:43][N:42]([CH2:45][C:46]([N:15]2[CH2:16][CH2:17][N:12]([S:9]([C:6]3[CH:7]=[CH:8][C:3]([F:2])=[CH:4][C:5]=3[N+:19]([O-:21])=[O:20])(=[O:11])=[O:10])[C:13](=[O:18])[CH2:14]2)=[O:47])[C:41](=[O:49])[N:40]=1)=[O:37])([C:23]1[CH:24]=[CH:25][CH:26]=[CH:27][CH:28]=1)[C:29]1[CH:34]=[CH:33][CH:32]=[CH:31][CH:30]=1. The yield is 0.600. (4) The reactants are [OH:1][CH2:2][C:3]1([C:18]2[CH:23]=[C:22]([C:24]([F:27])([F:26])[F:25])[CH:21]=[CH:20][C:19]=2O)[C:11]2[C:6](=[CH:7][CH:8]=[CH:9][CH:10]=2)[N:5]([CH2:12][CH2:13][CH2:14][CH2:15][CH3:16])[C:4]1=[O:17].C1(CCN2C3C(=CC=CC=3)C(C3C(O)=CC4OCOC=4C=3)(CO)C2=O)CC1. No catalyst specified. The product is [CH2:12]([N:5]1[C:6]2[C:11](=[CH:10][CH:9]=[CH:8][CH:7]=2)[C:3]2([C:18]3[CH:23]=[C:22]([C:24]([F:25])([F:26])[F:27])[CH:21]=[CH:20][C:19]=3[O:1][CH2:2]2)[C:4]1=[O:17])[CH2:13][CH2:14][CH2:15][CH3:16]. The yield is 0.270.